This data is from Cav3 T-type calcium channel HTS with 100,875 compounds. The task is: Binary Classification. Given a drug SMILES string, predict its activity (active/inactive) in a high-throughput screening assay against a specified biological target. The compound is S(=O)(=O)(N(CC(=O)N1CCc2c1cccc2)Cc1occc1)c1ccc(OCC)cc1. The result is 0 (inactive).